This data is from Full USPTO retrosynthesis dataset with 1.9M reactions from patents (1976-2016). The task is: Predict the reactants needed to synthesize the given product. (1) The reactants are: Br[C:2]1[N:7]=[CH:6][C:5]2[C:8]([C:14]([NH:16][CH:17]3[CH2:22][CH2:21][CH:20]([C:23]#[N:24])[CH2:19][CH2:18]3)=[O:15])=[CH:9][N:10]([CH:11]([CH3:13])[CH3:12])[C:4]=2[CH:3]=1.C1(P(C2C=CC=CC=2)C2C3OC4C(=CC=CC=4P(C4C=CC=CC=4)C4C=CC=CC=4)C(C)(C)C=3C=CC=2)C=CC=CC=1.C(=O)([O-])[O-].[Cs+].[Cs+].[CH:73]1([S:76]([N:79]2[CH:83]=[C:82]([C:84]3[N:89]=[C:88]([NH2:90])[CH:87]=[CH:86][N:85]=3)[CH:81]=[N:80]2)(=[O:78])=[O:77])[CH2:75][CH2:74]1. Given the product [C:23]([CH:20]1[CH2:21][CH2:22][CH:17]([NH:16][C:14]([C:8]2[C:5]3[CH:6]=[N:7][C:2]([NH:90][C:88]4[CH:87]=[CH:86][N:85]=[C:84]([C:82]5[CH:81]=[N:80][N:79]([S:76]([CH:73]6[CH2:75][CH2:74]6)(=[O:78])=[O:77])[CH:83]=5)[N:89]=4)=[CH:3][C:4]=3[N:10]([CH:11]([CH3:13])[CH3:12])[CH:9]=2)=[O:15])[CH2:18][CH2:19]1)#[N:24], predict the reactants needed to synthesize it. (2) The reactants are: [O:1]=[C:2]1[C:6]2([CH2:11][CH2:10][N:9]([C:12]([O:14][C:15]([CH3:18])([CH3:17])[CH3:16])=[O:13])[CH2:8][CH2:7]2)[CH2:5][CH2:4][N:3]1[C:19]1[CH2:20][O:21][C:22](=[O:24])[CH:23]=1.C1C(=O)N([Cl:32])C(=O)C1. Given the product [Cl:32][C:23]1[C:22](=[O:24])[O:21][CH2:20][C:19]=1[N:3]1[CH2:4][CH2:5][C:6]2([CH2:11][CH2:10][N:9]([C:12]([O:14][C:15]([CH3:17])([CH3:18])[CH3:16])=[O:13])[CH2:8][CH2:7]2)[C:2]1=[O:1], predict the reactants needed to synthesize it. (3) Given the product [CH3:23][Si:24]([C:27]#[C:28][C:2]1[CH:3]=[CH:4][C:5]2[N:11]3[C:12]([CH3:15])=[N:13][N:14]=[C:10]3[CH2:9][N:8]=[C:7]([C:16]3[CH:21]=[CH:20][CH:19]=[CH:18][CH:17]=3)[C:6]=2[CH:22]=1)([CH3:26])[CH3:25], predict the reactants needed to synthesize it. The reactants are: Br[C:2]1[CH:3]=[CH:4][C:5]2[N:11]3[C:12]([CH3:15])=[N:13][N:14]=[C:10]3[CH2:9][N:8]=[C:7]([C:16]3[CH:21]=[CH:20][CH:19]=[CH:18][CH:17]=3)[C:6]=2[CH:22]=1.[CH3:23][Si:24]([C:27]#[CH:28])([CH3:26])[CH3:25].C(N=[N+]=[N-])C. (4) Given the product [Br:1][C:2]1[CH:3]=[C:4]2[C:10]([CH:11]([CH3:13])[CH3:12])=[CH:9][N:8]([S:15]([C:18]3[CH:19]=[CH:20][C:21]([CH3:22])=[CH:23][CH:24]=3)(=[O:16])=[O:17])[C:5]2=[N:6][CH:7]=1, predict the reactants needed to synthesize it. The reactants are: [Br:1][C:2]1[CH:3]=[C:4]2[C:10]([C:11](O)([CH3:13])[CH3:12])=[CH:9][N:8]([S:15]([C:18]3[CH:24]=[CH:23][C:21]([CH3:22])=[CH:20][CH:19]=3)(=[O:17])=[O:16])[C:5]2=[N:6][CH:7]=1.C([SiH](CC)CC)C.C(=O)(O)[O-].[Na+]. (5) Given the product [Cl:1][C:2]1[N:3]=[C:4]([NH:23][CH2:22][C:21]([CH3:24])=[CH2:20])[C:5]2[S:10][CH:9]=[C:8]([CH3:11])[C:6]=2[N:7]=1, predict the reactants needed to synthesize it. The reactants are: [Cl:1][C:2]1[N:3]=[C:4](Cl)[C:5]2[S:10][CH:9]=[C:8]([CH3:11])[C:6]=2[N:7]=1.C(N(CC)CC)C.[CH3:20][C:21](=[CH2:24])[CH2:22][NH2:23]. (6) Given the product [F:1][C:2]1[CH:7]=[CH:6][C:5]([O:8][C:14]2[C:15]([C:18]#[N:19])=[N:16][CH:17]=[C:12]([S:23][C:24]3[N:29]=[CH:28][CH:27]=[CH:26][N:25]=3)[CH:13]=2)=[CH:4][CH:3]=1, predict the reactants needed to synthesize it. The reactants are: [F:1][C:2]1[CH:7]=[CH:6][C:5]([OH:8])=[CH:4][CH:3]=1.[H-].[Na+].Br[C:12]1[CH:13]=[C:14]([N+]([O-])=O)[C:15]([C:18]#[N:19])=[N:16][CH:17]=1.[SH:23][C:24]1[N:29]=[CH:28][CH:27]=[CH:26][N:25]=1.[Cl-].[NH4+].